From a dataset of HIV replication inhibition screening data with 41,000+ compounds from the AIDS Antiviral Screen. Binary Classification. Given a drug SMILES string, predict its activity (active/inactive) in a high-throughput screening assay against a specified biological target. (1) The compound is COC(=O)c1ccc(C)cc1C1CN=NC12Cc1c(C)cccc1C2=O. The result is 0 (inactive). (2) The compound is COC(OC)c1cc2c(cc1C=O)OCO2. The result is 0 (inactive). (3) The molecule is Cc1coc2c1CC1(C)C(CCC(O)C1C)C2. The result is 0 (inactive).